Task: Predict the product of the given reaction.. Dataset: Forward reaction prediction with 1.9M reactions from USPTO patents (1976-2016) The product is: [N:11]1([C:14]2[CH:19]=[CH:18][N:17]=[C:16]3[NH:20][CH:21]=[CH:22][C:15]=23)[CH2:12][CH2:13][NH:8][CH2:9][CH2:10]1. Given the reactants C([N:8]1[CH2:13][CH2:12][N:11]([C:14]2[CH:19]=[CH:18][N:17]=[C:16]3[NH:20][CH:21]=[CH:22][C:15]=23)[CH2:10][CH2:9]1)C1C=CC=CC=1, predict the reaction product.